Dataset: Full USPTO retrosynthesis dataset with 1.9M reactions from patents (1976-2016). Task: Predict the reactants needed to synthesize the given product. (1) The reactants are: C([O-])([O-])=O.[K+].[K+].[I:7][C:8]1[CH:9]=[C:10]([C:14](=[O:20])[CH2:15][CH2:16][CH2:17][CH2:18]Cl)[CH:11]=[CH:12][CH:13]=1.[CH3:21][CH:22]([CH3:38])[C:23]([NH:25][C:26]1[CH:31]=[CH:30][CH:29]=[C:28]([CH:32]2[CH2:37][CH2:36][NH:35][CH2:34][CH2:33]2)[CH:27]=1)=[O:24]. Given the product [I:7][C:8]1[CH:9]=[C:10]([C:14](=[O:20])[CH2:15][CH2:16][CH2:17][CH2:18][N:35]2[CH2:36][CH2:37][CH:32]([C:28]3[CH:27]=[C:26]([NH:25][C:23](=[O:24])[CH:22]([CH3:21])[CH3:38])[CH:31]=[CH:30][CH:29]=3)[CH2:33][CH2:34]2)[CH:11]=[CH:12][CH:13]=1, predict the reactants needed to synthesize it. (2) Given the product [Cl:31][C:32]1[CH:37]=[CH:36][C:35]([C:56]2[C:57]([N:62]3[CH2:67][CH2:66][CH2:65][CH:64]([C:68]([O:70][CH2:71][CH3:72])=[O:69])[CH2:63]3)=[N:58][CH:59]=[CH:60][CH:61]=2)=[CH:34][C:33]=1[C:41]([NH:43][CH2:44][C:45]12[CH2:54][CH:49]3[CH2:50][CH:51]([CH2:53][CH:47]([CH2:48]3)[CH2:46]1)[CH2:52]2)=[O:42], predict the reactants needed to synthesize it. The reactants are: ClC1C(C(NCC23CC4CC(CC(C4)C2)C3)=O)=CC(C2C=CC=CC=2C(O)=O)=NC=1.[Cl:31][C:32]1[CH:37]=[CH:36][C:35](B(O)O)=[CH:34][C:33]=1[C:41]([NH:43][CH2:44][C:45]12[CH2:54][CH:49]3[CH2:50][CH:51]([CH2:53][CH:47]([CH2:48]3)[CH2:46]1)[CH2:52]2)=[O:42].Br[C:56]1[C:57]([N:62]2[CH2:67][CH2:66][CH2:65][CH:64]([C:68]([O:70][CH2:71][CH3:72])=[O:69])[CH2:63]2)=[N:58][CH:59]=[CH:60][CH:61]=1. (3) The reactants are: [H-].[Na+].[OH:3][C:4]1[C:13]2[C:8](=[CH:9][CH:10]=[CH:11][CH:12]=2)[C:7]([CH:14]=[O:15])=[CH:6][CH:5]=1.Br[CH2:17][C:18]#[C:19][CH3:20].Cl. Given the product [CH2:17]([O:3][C:4]1[C:13]2[C:8](=[CH:9][CH:10]=[CH:11][CH:12]=2)[C:7]([CH:14]=[O:15])=[CH:6][CH:5]=1)[C:18]#[C:19][CH3:20], predict the reactants needed to synthesize it. (4) Given the product [CH3:23][O:24][CH2:25][CH2:26][O:27][C:28](=[O:53])[NH:29][C@H:30]([C:35]([NH:37][C@@H:38]([CH2:46][C:47]1[CH:52]=[CH:51][CH:50]=[CH:49][CH:48]=1)[C:39](=[O:45])[C:40](=[O:41])[NH:42][CH2:43][CH3:44])=[O:36])[CH2:31][CH:32]([CH3:34])[CH3:33], predict the reactants needed to synthesize it. The reactants are: CC(OI1(OC(C)=O)(OC(C)=O)OC(=O)C2C=CC=CC1=2)=O.[CH3:23][O:24][CH2:25][CH2:26][O:27][C:28](=[O:53])[NH:29][C@H:30]([C:35]([NH:37][C@@H:38]([CH2:46][C:47]1[CH:52]=[CH:51][CH:50]=[CH:49][CH:48]=1)[CH:39]([OH:45])[C:40]([NH:42][CH2:43][CH3:44])=[O:41])=[O:36])[CH2:31][CH:32]([CH3:34])[CH3:33].S([O-])([O-])(=O)=S.[Na+].[Na+].C(=O)([O-])O.[Na+]. (5) Given the product [O:8]1[C:12]2[CH:13]=[CH:14][CH:15]=[CH:16][C:11]=2[C:10]([CH:2]([OH:3])[C:1]([O:5][CH2:6][CH3:7])=[O:4])=[CH:9]1, predict the reactants needed to synthesize it. The reactants are: [C:1]([O:5][CH2:6][CH3:7])(=[O:4])[CH:2]=[O:3].[O:8]1[C:12]2[CH:13]=[CH:14][CH:15]=[CH:16][C:11]=2[CH:10]=[CH:9]1.[O-]S(C(F)(F)F)(=O)=O.C([Yb+2])C.[O-]S(C(F)(F)F)(=O)=O. (6) The reactants are: [Cl:1][C:2]1[CH:3]=[N:4][C:5]([N:8]2[CH2:13][CH2:12][CH:11]([NH:14][CH:15]3[CH2:17][CH2:16]3)[CH2:10][CH2:9]2)=[N:6][CH:7]=1.[N:18]1([C:23]2[CH:31]=[CH:30][C:26]([C:27](O)=[O:28])=[CH:25][CH:24]=2)[CH:22]=[N:21][N:20]=[N:19]1. Given the product [Cl:1][C:2]1[CH:3]=[N:4][C:5]([N:8]2[CH2:13][CH2:12][CH:11]([N:14]([CH:15]3[CH2:17][CH2:16]3)[C:27](=[O:28])[C:26]3[CH:30]=[CH:31][C:23]([N:18]4[CH:22]=[N:21][N:20]=[N:19]4)=[CH:24][CH:25]=3)[CH2:10][CH2:9]2)=[N:6][CH:7]=1, predict the reactants needed to synthesize it. (7) Given the product [NH2:24][C:10]1[C:11]([N:14]2[CH2:15][CH2:16][CH:17]([C:20]([O:22][CH3:23])=[O:21])[CH2:18][CH2:19]2)=[N:12][CH:13]=[C:8]([C:6]2[O:7][C:3]([CH2:1][CH3:2])=[CH:4][N:5]=2)[CH:9]=1, predict the reactants needed to synthesize it. The reactants are: [CH2:1]([C:3]1[O:7][C:6]([C:8]2[CH:9]=[C:10]([N+:24]([O-])=O)[C:11]([N:14]3[CH2:19][CH2:18][CH:17]([C:20]([O:22][CH3:23])=[O:21])[CH2:16][CH2:15]3)=[N:12][CH:13]=2)=[N:5][CH:4]=1)[CH3:2].[NH4+].[Cl-]. (8) Given the product [Br:20][C:1]1[C:2]2[C:3]([N:8]=[C:9]3[C:17]=1[CH:16]=[CH:15][CH:14]=[C:10]3[CH3:11])=[CH:4][CH:5]=[CH:6][CH:7]=2, predict the reactants needed to synthesize it. The reactants are: [CH3:1][C:2]1[CH:7]=[CH:6][CH:5]=[CH:4][C:3]=1[NH:8][C:9]1[CH:17]=[CH:16][CH:15]=[CH:14][C:10]=1[C:11](O)=O.P(Br)(Br)([Br:20])=O. (9) Given the product [F:28][C:2]([F:1])([F:27])[C:3]1[CH:4]=[CH:5][C:6]([C:9]2[CH:14]=[C:13]([CH2:15][NH2:16])[CH:12]=[C:11]([C:17]3[CH:22]=[CH:21][C:20]([C:23]([F:26])([F:24])[F:25])=[CH:19][CH:18]=3)[N:10]=2)=[CH:7][CH:8]=1, predict the reactants needed to synthesize it. The reactants are: [F:1][C:2]([F:28])([F:27])[C:3]1[CH:8]=[CH:7][C:6]([C:9]2[CH:14]=[C:13]([C:15]#[N:16])[CH:12]=[C:11]([C:17]3[CH:22]=[CH:21][C:20]([C:23]([F:26])([F:25])[F:24])=[CH:19][CH:18]=3)[N:10]=2)=[CH:5][CH:4]=1.[H-].[H-].[H-].[H-].[Li+].[Al+3].